This data is from Forward reaction prediction with 1.9M reactions from USPTO patents (1976-2016). The task is: Predict the product of the given reaction. (1) Given the reactants C[N:2](C)/[CH:3]=[CH:4]/[C:5]([C:7]1[CH:16]=[CH:15][C:10]([C:11]([O:13][CH3:14])=[O:12])=[CH:9][CH:8]=1)=O.O.[NH2:19]N, predict the reaction product. The product is: [NH:2]1[CH:3]=[CH:4][C:5]([C:7]2[CH:16]=[CH:15][C:10]([C:11]([O:13][CH3:14])=[O:12])=[CH:9][CH:8]=2)=[N:19]1. (2) Given the reactants [Br:1][C:2]1[CH:15]=[CH:14][C:13]2[O:12][C:11]3[C:6](=[N+:7]([O-])[CH:8]=[CH:9][CH:10]=3)[C:5](=[O:17])[C:4]=2[CH:3]=1.P(Cl)(Cl)([Cl:20])=O.CN(C=O)C, predict the reaction product. The product is: [Br:1][C:2]1[CH:15]=[CH:14][C:13]2[O:12][C:11]3[C:6](=[N:7][C:8]([Cl:20])=[CH:9][CH:10]=3)[C:5](=[O:17])[C:4]=2[CH:3]=1.